The task is: Predict which catalyst facilitates the given reaction.. This data is from Catalyst prediction with 721,799 reactions and 888 catalyst types from USPTO. (1) Reactant: [SH:1][CH2:2][CH2:3][C:4]1[CH:14]=[CH:13][C:7]([C:8]([O:10][CH2:11][CH3:12])=[O:9])=[CH:6][CH:5]=1.[BH4-].I[C:17]1[CH:18]=[C:19]2[C:23](=[CH:24][CH:25]=1)[N:22]([CH2:26][CH2:27][CH2:28][CH2:29][CH2:30][CH2:31][CH3:32])[C:21](=[O:33])[C:20]2([O:36][CH3:37])[O:34][CH3:35]. Product: [CH3:35][O:34][C:20]1([O:36][CH3:37])[C:19]2[C:23](=[CH:24][CH:25]=[C:17]([S:1][CH2:2][CH2:3][C:4]3[CH:14]=[CH:13][C:7]([C:8]([O:10][CH2:11][CH3:12])=[O:9])=[CH:6][CH:5]=3)[CH:18]=2)[N:22]([CH2:26][CH2:27][CH2:28][CH2:29][CH2:30][CH2:31][CH3:32])[C:21]1=[O:33]. The catalyst class is: 214. (2) Reactant: [Cl:1][C:2]1[C:3](=[O:19])[NH:4][N:5]=[CH:6][C:7]=1[NH:8][C@@H:9]1[CH2:14][C@@H:13]2[CH2:15][C@@H:11]([C:12]2([CH3:17])[CH3:16])[C@H:10]1[CH3:18].CC1C=CC(S(O[CH2:31][C@@H:32]2[CH2:34][O:33]2)(=O)=O)=CC=1.C(=O)([O-])[O-].[K+].[K+].O. Product: [Cl:1][C:2]1[C:3](=[O:19])[N:4]([CH2:31][C@@H:32]2[CH2:34][O:33]2)[N:5]=[CH:6][C:7]=1[NH:8][C@@H:9]1[CH2:14][C@@H:13]2[CH2:15][C@@H:11]([C:12]2([CH3:16])[CH3:17])[C@H:10]1[CH3:18]. The catalyst class is: 9.